This data is from Catalyst prediction with 721,799 reactions and 888 catalyst types from USPTO. The task is: Predict which catalyst facilitates the given reaction. The catalyst class is: 27. Reactant: [Mg].II.[CH3:4][C:5]1[CH:6]=[C:7](Br)[CH:8]=[CH:9][CH:10]=1.[F:12][C:13]([F:20])([CH:17]([F:19])[F:18])[C:14](O)=[O:15].Cl. Product: [F:12][C:13]([F:20])([CH:17]([F:19])[F:18])[C:14]([C:9]1[CH:8]=[CH:7][CH:6]=[C:5]([CH3:4])[CH:10]=1)=[O:15].